Task: Predict the reaction yield, written as a fraction of the theoretical maximum amount of product (1.0 means a 100% yield; for example, 0.34 means a 34% yield).. Dataset: Reaction yield outcomes from USPTO patents with 853,638 reactions The reactants are N[C@@H:2]1[CH2:7][CH2:6][N:5]([C:8]([O:10][C:11]([CH3:14])([CH3:13])[CH3:12])=[O:9])[CH2:4][C@@H:3]1[C:15]([O:17][CH3:18])=[O:16].C(N(CC)CC)C.Cl[C:27]([O:29][CH2:30][C:31]1[CH:36]=[CH:35][CH:34]=[CH:33][CH:32]=1)=[O:28]. The catalyst is C(Cl)Cl. The product is [CH2:30]([O:29][C:27]([C@@H:2]1[CH2:7][CH2:6][N:5]([C:8]([O:10][C:11]([CH3:14])([CH3:13])[CH3:12])=[O:9])[CH2:4][C@H:3]1[C:15]([O:17][CH3:18])=[O:16])=[O:28])[C:31]1[CH:36]=[CH:35][CH:34]=[CH:33][CH:32]=1. The yield is 0.750.